This data is from TCR-epitope binding with 47,182 pairs between 192 epitopes and 23,139 TCRs. The task is: Binary Classification. Given a T-cell receptor sequence (or CDR3 region) and an epitope sequence, predict whether binding occurs between them. (1) The epitope is YLDAYNMMI. The TCR CDR3 sequence is CSVVLTFKDTQYF. Result: 1 (the TCR binds to the epitope). (2) The epitope is RLRPGGKKK. The TCR CDR3 sequence is CASSEHLTSYNEQFF. Result: 0 (the TCR does not bind to the epitope). (3) Result: 0 (the TCR does not bind to the epitope). The TCR CDR3 sequence is CASTLGGGPQETQYF. The epitope is GLNKIVRMY. (4) The epitope is KLSYGIATV. The TCR CDR3 sequence is CASSHGTGDYGYTF. Result: 0 (the TCR does not bind to the epitope).